From a dataset of Catalyst prediction with 721,799 reactions and 888 catalyst types from USPTO. Predict which catalyst facilitates the given reaction. (1) Reactant: [C:1](=[O:4])([O-])[O-:2].[K+].[K+].[Cl:7][C:8]1[C:16]([Cl:17])=[C:15]2[C:11]([CH2:12][C:13]([CH:20]3[CH2:24][CH2:23][CH2:22][CH2:21]3)([CH3:19])[C:14]2=O)=[CH:10][C:9]=1O.BrC[C:28]1[CH:35]=[CH:34][C:31]([C:32]#[N:33])=[CH:30][CH:29]=1. The catalyst class is: 21. Product: [Cl:7][C:8]1[C:16]([Cl:17])=[C:15]2[C:11]([CH2:12][C:13]([CH:20]3[CH2:24][CH2:23][CH2:22][CH2:21]3)([CH3:19])[CH2:14]2)=[CH:10][C:9]=1[O:2][C:1]([C:28]1[CH:35]=[CH:34][C:31]([C:32]#[N:33])=[CH:30][CH:29]=1)=[O:4]. (2) The catalyst class is: 12. Product: [OH:14][C:12]1[C:3]2[CH:4]=[N:5][CH:6]=[C:7]([C:8]([O:10][CH3:11])=[O:9])[C:2]=2[N:21]=[CH:20][N:22]=1. Reactant: Cl[C:2]1[C:7]([C:8]([O:10][CH3:11])=[O:9])=[CH:6][N:5]=[CH:4][C:3]=1[C:12]([O:14]C)=O.C(O)(=O)C.[CH:20](=[NH:22])[NH2:21].[H-].[Na+]. (3) Reactant: [CH3:1][O:2][C:3]1[CH:4]=[C:5]([CH:15]=[CH:16][C:17]=1[CH3:18])[S:6][C:7]1[CH:14]=[CH:13][C:10]([C:11]#[N:12])=[CH:9][CH:8]=1.C1COCC1.[H-].[Al+3].[Li+].[H-].[H-].[H-].[OH-].[Na+]. Product: [CH3:1][O:2][C:3]1[CH:4]=[C:5]([CH:15]=[CH:16][C:17]=1[CH3:18])[S:6][C:7]1[CH:14]=[CH:13][C:10]([CH2:11][NH2:12])=[CH:9][CH:8]=1. The catalyst class is: 97.